Dataset: Catalyst prediction with 721,799 reactions and 888 catalyst types from USPTO. Task: Predict which catalyst facilitates the given reaction. (1) Reactant: [F:1][C:2]1[CH:7]=[CH:6][C:5]([C:8]2[O:9][C:10]3[CH:20]=[C:19]([CH2:21][CH2:22][C:23]([O:25][CH3:26])=[O:24])[C:18]([C:27]4[CH:28]=[C:29]([CH:33]=[CH:34][CH:35]=4)[C:30](O)=[O:31])=[CH:17][C:11]=3[C:12]=2[C:13](=[O:16])[NH:14][CH3:15])=[CH:4][CH:3]=1.Cl.[C:37]12([NH2:42])[CH2:41][CH:39]([CH2:40]1)[CH2:38]2.CCN(C(C)C)C(C)C.CN(C(ON1N=NC2C=CC=NC1=2)=[N+](C)C)C.F[P-](F)(F)(F)(F)F. Product: [C:37]12([NH:42][C:30]([C:29]3[CH:28]=[C:27]([C:18]4[C:19]([CH2:21][CH2:22][C:23]([O:25][CH3:26])=[O:24])=[CH:20][C:10]5[O:9][C:8]([C:5]6[CH:6]=[CH:7][C:2]([F:1])=[CH:3][CH:4]=6)=[C:12]([C:13](=[O:16])[NH:14][CH3:15])[C:11]=5[CH:17]=4)[CH:35]=[CH:34][CH:33]=3)=[O:31])[CH2:41][CH:39]([CH2:40]1)[CH2:38]2. The catalyst class is: 18. (2) Reactant: [F:1][C:2]([F:19])([F:18])[C:3]1[CH:8]=[CH:7][C:6]([P:9]2[C:15]3[CH2:16][CH2:17][C:10]2=[CH:11][CH:12]=[CH:13][CH:14]=3)=[CH:5][CH:4]=1.[OH:20]O.O. Product: [F:19][C:2]([F:1])([F:18])[C:3]1[CH:4]=[CH:5][C:6]([P:9]2(=[O:20])[C:15]3[CH2:16][CH2:17][C:10]2=[CH:11][CH:12]=[CH:13][CH:14]=3)=[CH:7][CH:8]=1. The catalyst class is: 22. (3) Reactant: C([O:5][C:6](=[O:36])[C:7]1[CH:12]=[CH:11][C:10]([CH2:13][N:14]2[C:19](=[O:20])[C:18]3[CH:21]=[C:22]([C:25]#[C:26][CH2:27][C:28]4[CH:33]=[CH:32][CH:31]=[CH:30][CH:29]=4)[CH:23]=[CH:24][C:17]=3[N:16]([CH3:34])[S:15]2=[O:35])=[CH:9][CH:8]=1)(C)(C)C.FC(F)(F)C(O)=O. Product: [CH3:34][N:16]1[S:15](=[O:35])[N:14]([CH2:13][C:10]2[CH:9]=[CH:8][C:7]([C:6]([OH:36])=[O:5])=[CH:12][CH:11]=2)[C:19](=[O:20])[C:18]2[CH:21]=[C:22]([C:25]#[C:26][CH2:27][C:28]3[CH:33]=[CH:32][CH:31]=[CH:30][CH:29]=3)[CH:23]=[CH:24][C:17]1=2. The catalyst class is: 2.